This data is from Experimentally validated miRNA-target interactions with 360,000+ pairs, plus equal number of negative samples. The task is: Binary Classification. Given a miRNA mature sequence and a target amino acid sequence, predict their likelihood of interaction. (1) The miRNA is hsa-miR-660-3p with sequence ACCUCCUGUGUGCAUGGAUUA. The protein sequence of the target gene is MAKRSSLYIRIVEGKNLPAKDITGSSDPYCIVKVDNEPIIRTATVWKTLCPFWGEEYQVHLPPTFHAVAFYVMDEDALSRDDVIGKVCLTRDTIASHPKGFSGWAHLTEVDPDEEVQGEIHLRLEVWPGARACRLRCSVLEARDLAPKDRNGTSDPFVRVRYKGRTRETSIVKKSCYPRWNETFEFELQEGAMEALCVEAWDWDLVSRNDFLGKVVIDVQRLRVVQQEEGWFRLQPDQSKSRRHDEGNLGSLQLEVRLRDETVLPSSYYQPLVHLLCHEVKLGMQGPGQLIPLIEETTST.... Result: 1 (interaction). (2) The miRNA is hsa-miR-548bb-3p with sequence CAAAAACCAUAGUUACUUUUGC. The protein sequence of the target gene is MAEPGHSHHLSARVRGRTERRIPRLWRLLLWAGTAFQVTQGTGPELHACKESEYHYEYTACDSTGSRWRVAVPHTPGLCTSLPDPIKGTECSFSCNAGEFLDMKDQSCKPCAEGRYSLGTGIRFDEWDELPHGFASLSANMELDDSAAESTGNCTSSKWVPRGDYIASNTDECTATLMYAVNLKQSGTVNFEYYYPDSSIIFEFFVQNDQCQPNADDSRWMKTTEKGWEFHSVELNRGNNVLYWRTTAFSVWTKVPKPVLVRNIAITGVAYTSECFPCKPGTYADKQGSSFCKLCPANSY.... Result: 1 (interaction). (3) The miRNA is rno-miR-200c-3p with sequence UAAUACUGCCGGGUAAUGAUG. The protein sequence of the target gene is MASSLNEDPEGSRITYVKGDLFACPKTDSLAHCISEDCRMGAGIAVLFKKKFGGVQELLNQQKKSGEVAVLKRDGRYIYYLITKKRASHKPTYENLQKSLEAMKSHCLKNGVTDLSMPRIGCGLDRLQWENVSAMIEEVFEATDIKITVYTL. Result: 0 (no interaction).